Dataset: Catalyst prediction with 721,799 reactions and 888 catalyst types from USPTO. Task: Predict which catalyst facilitates the given reaction. (1) Reactant: [Cl:1][C:2]1[S:9][C:8]2[CH:7]=[C:6]([C:10]3[CH:11]=[C:12]([O:23][CH3:24])/[C:13](=[CH:15]/[C:16]4[NH:17][C:18]([CH3:22])=[CH:19][C:20]=4[CH3:21])/[N:14]=3)[N:5](C(OC(C)(C)C)=O)[C:4]=2[CH:3]=1. Product: [Cl:1][C:2]1[S:9][C:8]2[CH:7]=[C:6]([C:10]3[CH:11]=[C:12]([O:23][CH3:24])/[C:13](=[CH:15]/[C:16]4[NH:17][C:18]([CH3:22])=[CH:19][C:20]=4[CH3:21])/[N:14]=3)[NH:5][C:4]=2[CH:3]=1. The catalyst class is: 106. (2) Reactant: [O:1]([C:8]1[CH:16]=[CH:15][C:11]([C:12]([OH:14])=O)=[CH:10][CH:9]=1)[C:2]1[CH:7]=[CH:6][CH:5]=[CH:4][CH:3]=1.[NH2:17][C:18]1[CH:23]=[CH:22][C:21]([P:24](=[O:31])([O:28][CH2:29][CH3:30])[O:25][CH2:26][CH3:27])=[CH:20][CH:19]=1.C(Cl)CCl.C(Cl)Cl.CO. Product: [O:1]([C:8]1[CH:9]=[CH:10][C:11]([C:12]([NH:17][C:18]2[CH:23]=[CH:22][C:21]([P:24](=[O:31])([O:25][CH2:26][CH3:27])[O:28][CH2:29][CH3:30])=[CH:20][CH:19]=2)=[O:14])=[CH:15][CH:16]=1)[C:2]1[CH:3]=[CH:4][CH:5]=[CH:6][CH:7]=1. The catalyst class is: 79.